This data is from Forward reaction prediction with 1.9M reactions from USPTO patents (1976-2016). The task is: Predict the product of the given reaction. (1) Given the reactants [N+:1]([C:4]1[C:5]([NH:10][NH2:11])=[N:6][CH:7]=[CH:8][CH:9]=1)([O-:3])=[O:2].C(N(CC)CC)C.C[O:20][C:21](=O)[N:22]=[C:23](SC)[C:24]([C:38]1[CH:43]=[CH:42][C:41]([O:44][CH3:45])=[C:40]([O:46][CH2:47][CH3:48])[CH:39]=1)=[N:25][C:26]1[CH:31]=[CH:30][C:29]([C:32]2[N:36]=[C:35]([CH3:37])[O:34][N:33]=2)=[CH:28][CH:27]=1, predict the reaction product. The product is: [CH2:47]([O:46][C:40]1[CH:39]=[C:38]([CH:24]([NH:25][C:26]2[CH:31]=[CH:30][C:29]([C:32]3[N:36]=[C:35]([CH3:37])[O:34][N:33]=3)=[CH:28][CH:27]=2)[C:23]2[NH:22][C:21](=[O:20])[N:10]([C:5]3[C:4]([N+:1]([O-:3])=[O:2])=[CH:9][CH:8]=[CH:7][N:6]=3)[N:11]=2)[CH:43]=[CH:42][C:41]=1[O:44][CH3:45])[CH3:48]. (2) Given the reactants ClC1N=C(C2C=CC3C(=CC=C(OC)C=3)C=2)C=CN=1.[CH3:20][O:21][C:22]1[CH:23]=[C:24]2[C:29](=[CH:30][CH:31]=1)[CH:28]=[C:27]([C:32]1[CH:37]=[CH:36][N:35]=[C:34]([N:38]3[CH2:43][CH2:42][CH:41]([CH2:44][NH2:45])[CH2:40][CH2:39]3)[N:33]=1)[CH:26]=[CH:25]2.N1CCC(CN)CC1, predict the reaction product. The product is: [CH3:20][O:21][C:22]1[CH:23]=[C:24]2[C:29](=[CH:30][CH:31]=1)[CH:28]=[C:27]([C:32]1[CH:37]=[CH:36][N:35]=[C:34]([N:38]3[CH2:39][CH2:40][CH:41]([CH2:44][NH2:45])[CH2:42][CH2:43]3)[N:33]=1)[CH:26]=[CH:25]2. (3) Given the reactants [Cl:1][C:2]1[CH:3]=[C:4]([NH2:11])[C:5](=[CH:9][CH:10]=1)[C:6](O)=[O:7].C1([N:18]=C=NC2CCCCC2)CCCCC1.O.OC1C2N=NNC=2C=CC=1.[OH-].[NH4+], predict the reaction product. The product is: [NH2:11][C:4]1[CH:3]=[C:2]([Cl:1])[CH:10]=[CH:9][C:5]=1[C:6]([NH2:18])=[O:7]. (4) Given the reactants CN(C)C(=O)C.[Br:7][C:8]1[N:13]=[CH:12][C:11]([C:14]2[NH:15][C:16]([C:19]([OH:21])=[O:20])=[CH:17][N:18]=2)=[CH:10][CH:9]=1.C(N(C(C)C)CC)(C)C.[CH2:31](Br)[C:32]1[CH:37]=[CH:36][CH:35]=[CH:34][CH:33]=1, predict the reaction product. The product is: [Br:7][C:8]1[N:13]=[CH:12][C:11]([C:14]2[NH:15][C:16]([C:19]([O:21][CH2:31][C:32]3[CH:37]=[CH:36][CH:35]=[CH:34][CH:33]=3)=[O:20])=[CH:17][N:18]=2)=[CH:10][CH:9]=1. (5) Given the reactants [F:1][C:2]1[CH:7]=[CH:6][C:5]([N:8]=[C:9]=[O:10])=[C:4]([CH3:11])[CH:3]=1.Cl.[N:13]1([CH2:19][CH:20]([N:24]2[CH:28]=[C:27]([C:29]3[C:30]4[CH:37]=[CH:36][N:35](COCC[Si](C)(C)C)[C:31]=4[N:32]=[CH:33][N:34]=3)[CH:26]=[N:25]2)[CH2:21][C:22]#[N:23])[CH2:18][CH2:17][NH:16][CH2:15][CH2:14]1.C(N(CC)CC)C, predict the reaction product. The product is: [N:32]1[C:31]2[NH:35][CH:36]=[CH:37][C:30]=2[C:29]([C:27]2[CH:26]=[N:25][N:24]([CH:20]([CH2:21][C:22]#[N:23])[CH2:19][N:13]3[CH2:18][CH2:17][N:16]([C:9]([NH:8][C:5]4[CH:6]=[CH:7][C:2]([F:1])=[CH:3][C:4]=4[CH3:11])=[O:10])[CH2:15][CH2:14]3)[CH:28]=2)=[N:34][CH:33]=1. (6) Given the reactants CC1(C)C(C)(C)OB([C:9]2[CH:10]=[N:11][NH:12][CH:13]=2)O1.Br[C:16]1[CH:21]=[C:20]([O:22][CH3:23])[C:19]([C:24]2[S:28][C:27]([N:29]([CH3:40])[CH:30]3[CH2:35][C:34]([CH3:37])([CH3:36])[NH:33][C:32]([CH3:39])([CH3:38])[CH2:31]3)=[N:26][N:25]=2)=[C:18]([F:41])[CH:17]=1.C([O-])(O)=O.[Na+], predict the reaction product. The product is: [F:41][C:18]1[CH:17]=[C:16]([C:9]2[CH:13]=[N:12][NH:11][CH:10]=2)[CH:21]=[C:20]([O:22][CH3:23])[C:19]=1[C:24]1[S:28][C:27]([N:29]([CH3:40])[CH:30]2[CH2:35][C:34]([CH3:36])([CH3:37])[NH:33][C:32]([CH3:39])([CH3:38])[CH2:31]2)=[N:26][N:25]=1.